Dataset: Buchwald-Hartwig C-N cross coupling reaction yields with 55,370 reactions. Task: Predict the reaction yield, written as a fraction of the theoretical maximum amount of product (1.0 means a 100% yield; for example, 0.34 means a 34% yield). The reactants are CCc1ccc(I)cc1.Cc1ccc(N)cc1.O=S(=O)(O[Pd]1c2ccccc2-c2ccccc2N~1)C(F)(F)F.COc1ccc(OC)c(P([C@]23C[C@H]4C[C@H](C[C@H](C4)C2)C3)[C@]23C[C@H]4C[C@H](C[C@H](C4)C2)C3)c1-c1c(C(C)C)cc(C(C)C)cc1C(C)C.CCN=P(N=P(N(C)C)(N(C)C)N(C)C)(N(C)C)N(C)C.Cc1cc(C)on1. No catalyst specified. The product is CCc1ccc(Nc2ccc(C)cc2)cc1. The yield is 0.683.